Task: Regression. Given a peptide amino acid sequence and an MHC pseudo amino acid sequence, predict their binding affinity value. This is MHC class II binding data.. Dataset: Peptide-MHC class II binding affinity with 134,281 pairs from IEDB (1) The peptide sequence is NKELRLMYVNCVKKN. The MHC is DRB3_0101 with pseudo-sequence DRB3_0101. The binding affinity (normalized) is 0.360. (2) The peptide sequence is ERIKSEYMTSWFYDN. The MHC is DRB1_1301 with pseudo-sequence DRB1_1301. The binding affinity (normalized) is 0. (3) The peptide sequence is YRIAARPGAVTRRAA. The MHC is HLA-DPA10201-DPB10101 with pseudo-sequence HLA-DPA10201-DPB10101. The binding affinity (normalized) is 0.0181. (4) The peptide sequence is VKEIPPRLLYAKSSP. The MHC is HLA-DPA10201-DPB10501 with pseudo-sequence HLA-DPA10201-DPB10501. The binding affinity (normalized) is 0.306. (5) The peptide sequence is SRGNRAFIAINLQKN. The MHC is DRB3_0101 with pseudo-sequence DRB3_0101. The binding affinity (normalized) is 0.324. (6) The peptide sequence is KESGDAASGADGTYD. The MHC is HLA-DPA10103-DPB10401 with pseudo-sequence HLA-DPA10103-DPB10401. The binding affinity (normalized) is 0. (7) The peptide sequence is PLSVASMTSPLLTWD. The MHC is DRB3_0202 with pseudo-sequence DRB3_0202. The binding affinity (normalized) is 0.305.